The task is: Regression. Given two drug SMILES strings and cell line genomic features, predict the synergy score measuring deviation from expected non-interaction effect.. This data is from NCI-60 drug combinations with 297,098 pairs across 59 cell lines. Drug 1: C1=CN(C(=O)N=C1N)C2C(C(C(O2)CO)O)O.Cl. Drug 2: CCC(=C(C1=CC=CC=C1)C2=CC=C(C=C2)OCCN(C)C)C3=CC=CC=C3.C(C(=O)O)C(CC(=O)O)(C(=O)O)O. Cell line: RXF 393. Synergy scores: CSS=3.90, Synergy_ZIP=-2.64, Synergy_Bliss=-0.212, Synergy_Loewe=-1.83, Synergy_HSA=0.113.